Dataset: Peptide-MHC class II binding affinity with 134,281 pairs from IEDB. Task: Regression. Given a peptide amino acid sequence and an MHC pseudo amino acid sequence, predict their binding affinity value. This is MHC class II binding data. (1) The peptide sequence is QSAVVCGRRHSVRIR. The MHC is DRB1_0701 with pseudo-sequence DRB1_0701. The binding affinity (normalized) is 0.513. (2) The binding affinity (normalized) is 0.684. The MHC is DRB1_0802 with pseudo-sequence DRB1_0802. The peptide sequence is KNWMTETLLVQNANPDCKTI. (3) The peptide sequence is VFLQTHIFAEVLKDA. The MHC is HLA-DQA10301-DQB10302 with pseudo-sequence HLA-DQA10301-DQB10302. The binding affinity (normalized) is 0.520.